This data is from Human Reference Interactome with 51,813 positive PPI pairs across 8,248 proteins, plus equal number of experimentally-validated negative pairs. The task is: Binary Classification. Given two protein amino acid sequences, predict whether they physically interact or not. Protein 1 (ENSG00000170471) has sequence MYSEWRSLHLVIQNDQGHTSVLHSYPESVGREVANAVVRPLGQVLGTPSVAGSENLLKTDKEVKWTMEVICYGLTLPLDGETVKYCVDVYTDWIMALVLPKDSIPLPVIKEPNQYVQTILKHLQNLFVPRQEQGSSQIRLCLQVLRAIQKLARESSLMARETWEVLLLFLLQINDILLAPPTVQGGIAENLAEKLIGVLFEVWLLACTRCFPTPPYWKTAKEMVANWRHHPAVVEQWSKVICALTSRLLRFTYGPSFPAFKVPDEDASLIPPEMDNECVAQTWFRFLHMLSNPVDLSNPA.... Protein 2 (ENSG00000185104) has sequence MILADFQACTGIENIDEAITLLEQNNWDLVAAINGVIPQENGILQSEYGGETIPGPAFNPASHPASAPTSSSSSAFRPVMPSRQIVERQPRMLDFRVEYRDRNVDVVLEDTCTVGEIKQILENELQIPVSKMLLKGWKTGDVEDSTVLKSLHLPKNNSLYVLTPDLPPPSSSSHAGALQEFSSRYGDCHPVFFIGSLEAAFQEAFYVKARDRKLLAIYLHHDESVLTNVFCSQMLCAESIVSYLSQNFITWAWDLTKDSNRARFLTMCNRHFGSVVAQTIRTQKTDQFPLFLIIMGKRSS.... Result: 0 (the proteins do not interact).